From a dataset of Acute oral toxicity (LD50) regression data from Zhu et al.. Regression/Classification. Given a drug SMILES string, predict its toxicity properties. Task type varies by dataset: regression for continuous values (e.g., LD50, hERG inhibition percentage) or binary classification for toxic/non-toxic outcomes (e.g., AMES mutagenicity, cardiotoxicity, hepatotoxicity). Dataset: ld50_zhu. (1) The compound is CCOC(=O)COC(=O)c1cc(Oc2ccc(C(F)(F)F)cc2Cl)ccc1[N+](=O)[O-]. The rat oral LD50 is 2.48, given as -log10 of the dose in mol/kg body weight (higher means more acutely toxic). (2) The molecule is CCOP(=O)(OCC)SC=C(Cl)Cl. The rat oral LD50 is 5.18, given as -log10 of the dose in mol/kg body weight (higher means more acutely toxic). (3) The compound is O=S(=O)(O)c1ccccc1O. The rat oral LD50 is 1.96, given as -log10 of the dose in mol/kg body weight (higher means more acutely toxic). (4) The molecule is Nc1ncnc2c1ncn2C1(CO)OC(CO)C(O)C1O. The rat oral LD50 is 1.47, given as -log10 of the dose in mol/kg body weight (higher means more acutely toxic). (5) The molecule is Clc1cccc(C(Cl)(Cl)Cl)n1. The rat oral LD50 is 2.39, given as -log10 of the dose in mol/kg body weight (higher means more acutely toxic). (6) The drug is COC(=O)c1cccc(C)c1O. The rat oral LD50 is 1.64, given as -log10 of the dose in mol/kg body weight (higher means more acutely toxic). (7) The compound is O=C1NC(=O)C(=O)C(=O)N1. The rat oral LD50 is 1.44, given as -log10 of the dose in mol/kg body weight (higher means more acutely toxic).